From a dataset of Full USPTO retrosynthesis dataset with 1.9M reactions from patents (1976-2016). Predict the reactants needed to synthesize the given product. (1) Given the product [F:33][C:5]([F:4])([F:32])[C:6]1[N:10]2[N:11]=[C:12]([N:15]3[CH2:16][CH2:17][N:18]([C:21]4[CH:31]=[CH:30][C:24]([C:25]([OH:27])=[O:26])=[CH:23][CH:22]=4)[CH2:19][CH2:20]3)[CH:13]=[CH:14][C:9]2=[N:8][N:7]=1, predict the reactants needed to synthesize it. The reactants are: O.[OH-].[Li+].[F:4][C:5]([F:33])([F:32])[C:6]1[N:10]2[N:11]=[C:12]([N:15]3[CH2:20][CH2:19][N:18]([C:21]4[CH:31]=[CH:30][C:24]([C:25]([O:27]CC)=[O:26])=[CH:23][CH:22]=4)[CH2:17][CH2:16]3)[CH:13]=[CH:14][C:9]2=[N:8][N:7]=1. (2) Given the product [OH:40][C:37]1([C:35]([N:1]2[CH2:2][CH2:3][CH:4]([CH2:7][NH:8][C:9]([C:11]3[C:15]4[N:16]=[CH:17][N:18]=[C:19]([C:20]5[C:28]6[O:27][CH2:26][O:25][C:24]=6[CH:23]=[CH:22][C:21]=5[O:29][CH2:30][CH:31]5[CH2:32][CH2:33]5)[C:14]=4[NH:13][CH:12]=3)=[O:10])[CH2:5][CH2:6]2)=[O:36])[CH2:39][CH2:38]1, predict the reactants needed to synthesize it. The reactants are: [NH:1]1[CH2:6][CH2:5][CH:4]([CH2:7][NH:8][C:9]([C:11]2[C:15]3[N:16]=[CH:17][N:18]=[C:19]([C:20]4[C:28]5[O:27][CH2:26][O:25][C:24]=5[CH:23]=[CH:22][C:21]=4[O:29][CH2:30][CH:31]4[CH2:33][CH2:32]4)[C:14]=3[NH:13][CH:12]=2)=[O:10])[CH2:3][CH2:2]1.Cl[C:35]([C:37]1([O:40]C(=O)C)[CH2:39][CH2:38]1)=[O:36]. (3) Given the product [C:1]([O:5][C:6]([N:8]1[CH2:13][CH2:12][CH:11]([NH:14][C:15](=[O:28])[C:16]2[CH:21]=[C:20]([O:22][CH3:23])[CH:19]=[C:18]([O:24][CH2:25][C:26](=[O:30])[NH2:27])[CH:17]=2)[CH2:10][CH2:9]1)=[O:7])([CH3:4])([CH3:2])[CH3:3], predict the reactants needed to synthesize it. The reactants are: [C:1]([O:5][C:6]([N:8]1[CH2:13][CH2:12][CH:11]([NH:14][C:15](=[O:28])[C:16]2[CH:21]=[C:20]([O:22][CH3:23])[CH:19]=[C:18]([O:24][CH2:25][C:26]#[N:27])[CH:17]=2)[CH2:10][CH2:9]1)=[O:7])([CH3:4])([CH3:3])[CH3:2].C(=O)([O-])[O-:30].[K+].[K+].OO. (4) Given the product [F:25][C:20]1[CH:21]=[CH:22][CH:23]=[CH:24][C:19]=1[C:7]1[C:6]([C:4]([OH:5])=[O:3])=[C:11]([CH3:12])[N:10]=[C:9]([N:13]2[CH2:18][CH2:17][O:16][CH2:15][CH2:14]2)[N:8]=1, predict the reactants needed to synthesize it. The reactants are: C([O:3][C:4]([C:6]1[C:7]([C:19]2[CH:24]=[CH:23][CH:22]=[CH:21][C:20]=2[F:25])=[N:8][C:9]([N:13]2[CH2:18][CH2:17][O:16][CH2:15][CH2:14]2)=[N:10][C:11]=1[CH3:12])=[O:5])C.[OH-].[Na+]. (5) The reactants are: Cl[C:2]1[N:10]=[C:9](Cl)[CH:8]=[CH:7][C:3]=1[C:4]([NH2:6])=[O:5].[O:12]([C:19]1[CH:24]=[CH:23][C:22]([OH:25])=[CH:21][CH:20]=1)[C:13]1[CH:18]=[CH:17][CH:16]=[CH:15][CH:14]=1.[NH:26]1[CH2:31][CH2:30][CH2:29][CH:28]([CH2:32][NH:33][C:34](=[O:40])OC(C)(C)C)[CH2:27]1.[C:41](O)(=O)[CH:42]=C. Given the product [C:34]([NH:33][CH2:32][CH:28]1[CH2:29][CH2:30][CH2:31][N:26]([C:9]2[CH:8]=[CH:7][C:3]([C:4]([NH2:6])=[O:5])=[C:2]([O:25][C:22]3[CH:21]=[CH:20][C:19]([O:12][C:13]4[CH:18]=[CH:17][CH:16]=[CH:15][CH:14]=4)=[CH:24][CH:23]=3)[N:10]=2)[CH2:27]1)(=[O:40])[CH:41]=[CH2:42], predict the reactants needed to synthesize it. (6) Given the product [CH3:1][N:2]1[CH2:6][C@@H:5]([C:7]2[CH:12]=[CH:11][CH:10]=[CH:9][C:8]=2[CH3:13])[C@H:4]([NH2:14])[C@@H:3]1[CH3:17], predict the reactants needed to synthesize it. The reactants are: [CH3:1][N:2]1[CH2:6][C@@H:5]([C:7]2[CH:12]=[CH:11][CH:10]=[CH:9][C:8]=2[CH3:13])[C@H:4]([N+:14]([O-])=O)[C@@H:3]1[CH3:17].C(O)(=O)C. (7) Given the product [CH2:15]([S:22]([NH:25][C:26]([CH:28]1[CH2:29][CH2:30][N:31]([C:34]2[C:44]([C:45]#[N:46])=[CH:43][C:37]([C:38]([O:40][CH2:41][CH3:42])=[O:39])=[C:36]([CH2:47][OH:48])[N:35]=2)[CH2:32][CH2:33]1)=[O:27])(=[O:24])=[O:23])[C:16]1[CH:17]=[CH:18][CH:19]=[CH:20][CH:21]=1, predict the reactants needed to synthesize it. The reactants are: C(C1C(=O)C(Cl)=C(Cl)C(=O)C=1C#N)#N.[CH2:15]([S:22]([NH:25][C:26]([CH:28]1[CH2:33][CH2:32][N:31]([C:34]2[C:44]([C:45]#[N:46])=[CH:43][C:37]([C:38]([O:40][CH2:41][CH3:42])=[O:39])=[C:36]([CH2:47][O:48]CC3C=CC(OC)=C(OC)C=3)[N:35]=2)[CH2:30][CH2:29]1)=[O:27])(=[O:24])=[O:23])[C:16]1[CH:21]=[CH:20][CH:19]=[CH:18][CH:17]=1. (8) Given the product [CH3:1][C:2]1([CH3:12])[CH2:10][C:9](=[O:11])[CH:8]([CH3:14])[CH:7]2[N:3]1[CH2:4][CH2:5][CH2:6]2, predict the reactants needed to synthesize it. The reactants are: [CH3:1][C:2]1([CH3:12])[CH2:10][C:9](=[O:11])[CH2:8][CH:7]2[N:3]1[CH2:4][CH2:5][CH2:6]2.[Li+].[CH3:14]C([N-]C(C)C)C.CI. (9) Given the product [N+:1]([C:4]1[CH:10]=[CH:9][CH:8]=[CH:7][C:5]=1[NH:6][C:17]1[C:12]([Cl:11])=[N:13][CH:14]=[CH:15][N:16]=1)([O-:3])=[O:2], predict the reactants needed to synthesize it. The reactants are: [N+:1]([C:4]1[CH:10]=[CH:9][CH:8]=[CH:7][C:5]=1[NH2:6])([O-:3])=[O:2].[Cl:11][C:12]1[C:17](Cl)=[N:16][CH:15]=[CH:14][N:13]=1. (10) Given the product [Cl:20][C:11]1[C:12]([N:14]([CH2:16][CH2:17][O:18][CH3:19])[CH3:15])=[CH:13][C:8]2[N:7]=[C:24]([C:26]3[CH:31]=[CH:30][CH:29]=[C:28]([C:32]4[O:36][N:35]=[C:34]([CH3:37])[CH:33]=4)[CH:27]=3)[CH2:23][C:22](=[O:38])[NH:21][C:9]=2[CH:10]=1, predict the reactants needed to synthesize it. The reactants are: C(OC(=O)[NH:7][C:8]1[CH:13]=[C:12]([N:14]([CH2:16][CH2:17][O:18][CH3:19])[CH3:15])[C:11]([Cl:20])=[CH:10][C:9]=1[NH:21][C:22](=[O:38])[CH2:23][C:24]([C:26]1[CH:31]=[CH:30][CH:29]=[C:28]([C:32]2[O:36][N:35]=[C:34]([CH3:37])[CH:33]=2)[CH:27]=1)=O)(C)(C)C.C(O)(C(F)(F)F)=O.